This data is from Reaction yield outcomes from USPTO patents with 853,638 reactions. The task is: Predict the reaction yield, written as a fraction of the theoretical maximum amount of product (1.0 means a 100% yield; for example, 0.34 means a 34% yield). (1) The reactants are [CH2:1]([O:3][CH:4]([O:22][CH2:23][CH3:24])[C:5]1[O:13][C:12]2[C:11]([C:14]3[CH:15]=[C:16]([CH:19]=[CH:20][CH:21]=3)[CH:17]=O)=[CH:10][N:9]=[CH:8][C:7]=2[CH:6]=1)[CH3:2].[NH:25]1[CH2:30][CH2:29][O:28][CH2:27][CH2:26]1.C(O)(=O)C.C(O[BH-](OC(=O)C)OC(=O)C)(=O)C.[Na+]. The catalyst is O1CCCC1. The product is [CH2:1]([O:3][CH:4]([O:22][CH2:23][CH3:24])[C:5]1[O:13][C:12]2[C:11]([C:14]3[CH:21]=[CH:20][CH:19]=[C:16]([CH2:17][N:25]4[CH2:30][CH2:29][O:28][CH2:27][CH2:26]4)[CH:15]=3)=[CH:10][N:9]=[CH:8][C:7]=2[CH:6]=1)[CH3:2]. The yield is 0.650. (2) The reactants are COC(C1C=C(O)C2C(=C(OC)C=C(Br)C=2)N=1)=O.C[O:20][C:21]([C:23]1[CH:32]=[CH:31][C:30]2[C:25](=[C:26]([O:39]C)[CH:27]=[CH:28][C:29]=2[C:33]2[CH:38]=[CH:37][CH:36]=[CH:35][CH:34]=2)[N:24]=1)=[O:22]. No catalyst specified. The product is [OH:39][C:26]1[CH:27]=[CH:28][C:29]([C:33]2[CH:34]=[CH:35][CH:36]=[CH:37][CH:38]=2)=[C:30]2[C:25]=1[N:24]=[C:23]([C:21]([OH:22])=[O:20])[CH:32]=[CH:31]2. The yield is 0.650. (3) The product is [I:26][C:23]1[CH:22]=[CH:21][C:20]([CH:9]2[C:8]([C:4]3[CH:5]=[CH:6][CH:7]=[C:2]([O:1][CH:43]4[CH2:42][CH2:41][CH2:40][CH2:39][O:34]4)[CH:3]=3)=[C:17]([CH3:18])[C:16]3[C:11](=[CH:12][CH:13]=[C:14]([O:19][CH:49]4[CH2:48][CH2:47][CH2:46][CH2:45][O:44]4)[CH:15]=3)[O:10]2)=[CH:25][CH:24]=1. The reactants are [OH:1][C:2]1[CH:3]=[C:4]([C:8]2[CH:9]([C:20]3[CH:25]=[CH:24][C:23]([I:26])=[CH:22][CH:21]=3)[O:10][C:11]3[C:16]([C:17]=2[CH3:18])=[CH:15][C:14]([OH:19])=[CH:13][CH:12]=3)[CH:5]=[CH:6][CH:7]=1.[C:41]1(C)[CH:42]=[CH:43]C(S([O-])(=[O:34])=[O:34])=[CH:39][CH:40]=1.[NH+]1[CH:43]=[CH:42][CH:41]=[CH:40][CH:39]=1.[O:44]1[CH:49]=[CH:48][CH2:47][CH2:46][CH2:45]1. The catalyst is C(Cl)Cl. The yield is 0.950. (4) The reactants are [CH3:1][C:2]1([CH3:39])[S:7](=[O:9])(=[O:8])[C@@H:6]2[CH2:10][C@H:11]([CH3:22])[O:12][C:13]3[CH:18]=[CH:17][C:16]([N+:19]([O-])=O)=[CH:15][C:14]=3[C@@:5]2([CH3:23])[N:4]=[C:3]1[N:24]([C:32]([O:34][C:35]([CH3:38])([CH3:37])[CH3:36])=[O:33])[C:25](=[O:31])[O:26][C:27]([CH3:30])([CH3:29])[CH3:28].CO. The catalyst is [Pd].C(OCC)(=O)C. The product is [NH2:19][C:16]1[CH:17]=[CH:18][C:13]2[O:12][C@@H:11]([CH3:22])[CH2:10][C@H:6]3[S:7](=[O:8])(=[O:9])[C:2]([CH3:39])([CH3:1])[C:3]([N:24]([C:25]([O:26][C:27]([CH3:28])([CH3:29])[CH3:30])=[O:31])[C:32](=[O:33])[O:34][C:35]([CH3:36])([CH3:37])[CH3:38])=[N:4][C@:5]3([CH3:23])[C:14]=2[CH:15]=1. The yield is 0.940. (5) The reactants are Cl.[O:2]1CCO[CH:3]1[C:7]1[CH:8]=[C:9]([NH:13][C:14](=[O:25])[CH2:15][CH2:16][CH2:17][CH2:18][C:19]2[CH:24]=[CH:23][CH:22]=[CH:21][CH:20]=2)[CH:10]=[CH:11][CH:12]=1. The catalyst is CC(C)=O. The product is [CH:3]([C:7]1[CH:8]=[C:9]([NH:13][C:14](=[O:25])[CH2:15][CH2:16][CH2:17][CH2:18][C:19]2[CH:24]=[CH:23][CH:22]=[CH:21][CH:20]=2)[CH:10]=[CH:11][CH:12]=1)=[O:2]. The yield is 1.00.